Dataset: Forward reaction prediction with 1.9M reactions from USPTO patents (1976-2016). Task: Predict the product of the given reaction. (1) The product is: [Br:1][C:2]1[CH:3]=[CH:4][C:5]2[N:11]=[C:12]([CH3:13])[O:8][C:7](=[O:9])[C:6]=2[CH:10]=1. Given the reactants [Br:1][C:2]1[CH:3]=[CH:4][C:5]([NH2:11])=[C:6]([CH:10]=1)[C:7]([OH:9])=[O:8].[C:12](OC(=O)C)(=O)[CH3:13], predict the reaction product. (2) The product is: [F:14][CH:13]([F:15])[C:8]1[CH:9]=[CH:10][CH:11]=[CH:12][C:7]=1[CH:19]=[O:20]. Given the reactants [Li]CCCC.Br[C:7]1[CH:12]=[CH:11][CH:10]=[CH:9][C:8]=1[CH:13]([F:15])[F:14].CN([CH:19]=[O:20])C, predict the reaction product. (3) Given the reactants [O:1]=[S:2]1(=[O:18])[CH2:6][CH2:5][CH2:4][N:3]1[C:7]1[CH:15]=[CH:14][C:10]([C:11]([OH:13])=O)=[C:9]([O:16][CH3:17])[CH:8]=1.Cl.[CH:20]1([C:23]2[C:24]([N:32]3[CH2:37][CH2:36][NH:35][CH2:34][CH2:33]3)=[N:25][CH:26]=[C:27]([CH:29]3[CH2:31][CH2:30]3)[CH:28]=2)[CH2:22][CH2:21]1, predict the reaction product. The product is: [CH:20]1([C:23]2[C:24]([N:32]3[CH2:33][CH2:34][N:35]([C:11]([C:10]4[CH:14]=[CH:15][C:7]([N:3]5[CH2:4][CH2:5][CH2:6][S:2]5(=[O:1])=[O:18])=[CH:8][C:9]=4[O:16][CH3:17])=[O:13])[CH2:36][CH2:37]3)=[N:25][CH:26]=[C:27]([CH:29]3[CH2:31][CH2:30]3)[CH:28]=2)[CH2:21][CH2:22]1. (4) Given the reactants [N:1]1[CH:2]=[C:3]([CH2:10][C:11]2[CH:21]=[CH:20][C:14]3[N:15]=[C:16]([S:18][CH3:19])[S:17][C:13]=3[CH:12]=2)[N:4]2[C:9]=1[CH:8]=[CH:7][CH:6]=[N:5]2.ClC1C=CC=C(C(OO)=[O:30])C=1.[O-]S([O-])(=S)=O.[Na+].[Na+], predict the reaction product. The product is: [N:1]1[CH:2]=[C:3]([CH2:10][C:11]2[CH:21]=[CH:20][C:14]3[N:15]=[C:16]([S:18]([CH3:19])=[O:30])[S:17][C:13]=3[CH:12]=2)[N:4]2[C:9]=1[CH:8]=[CH:7][CH:6]=[N:5]2. (5) Given the reactants [F:1][C:2]1[C:7]([F:8])=[CH:6][CH:5]=[CH:4][C:3]=1[C:9]1[N:17]=[C:12]2[CH:13]=[N:14][NH:15][CH:16]=[C:11]2[N:10]=1.Cl[CH2:19][C:20]1[O:24][N:23]=[C:22]([C:25]2[CH:30]=[CH:29][C:28]([O:31][CH2:32][CH2:33][CH2:34][O:35][CH3:36])=[CH:27][CH:26]=2)[CH:21]=1, predict the reaction product. The product is: [F:1][C:2]1[C:7]([F:8])=[CH:6][CH:5]=[CH:4][C:3]=1[C:9]1[N:17]=[C:12]2[CH:13]=[N:14][N:15]([CH2:19][C:20]3[O:24][N:23]=[C:22]([C:25]4[CH:30]=[CH:29][C:28]([O:31][CH2:32][CH2:33][CH2:34][O:35][CH3:36])=[CH:27][CH:26]=4)[CH:21]=3)[CH:16]=[C:11]2[N:10]=1.